This data is from Catalyst prediction with 721,799 reactions and 888 catalyst types from USPTO. The task is: Predict which catalyst facilitates the given reaction. (1) Reactant: [CH3:1][O:2][C:3]([N:5]1[CH2:9][CH2:8][C:7]([CH:16]([OH:36])[C:17]2[CH:18]=[C:19]3[C:23](=[CH:24][CH:25]=2)[N:22]([Si:26]([CH:33]([CH3:35])[CH3:34])([CH:30]([CH3:32])[CH3:31])[CH:27]([CH3:29])[CH3:28])[CH:21]=[CH:20]3)([C:10]2[CH:15]=[CH:14][CH:13]=[CH:12][CH:11]=2)[CH2:6]1)=[O:4]. Product: [CH3:1][O:2][C:3]([N:5]1[CH2:9][CH2:8][C:7]([C:10]2[CH:11]=[CH:12][CH:13]=[CH:14][CH:15]=2)([C:16]([C:17]2[CH:18]=[C:19]3[C:23](=[CH:24][CH:25]=2)[N:22]([Si:26]([CH:30]([CH3:32])[CH3:31])([CH:33]([CH3:34])[CH3:35])[CH:27]([CH3:28])[CH3:29])[CH:21]=[CH:20]3)=[O:36])[CH2:6]1)=[O:4]. The catalyst class is: 661. (2) Reactant: Br[C:2]1[CH:7]=[CH:6][C:5]([C:8]2([O:11][CH:12]([CH3:14])[CH3:13])[CH2:10][CH2:9]2)=[CH:4][CH:3]=1.[CH3:15][Si:16]([C:19]#[CH:20])([CH3:18])[CH3:17]. Product: [CH:12]([O:11][C:8]1([C:5]2[CH:6]=[CH:7][C:2]([C:20]#[C:19][Si:16]([CH3:18])([CH3:17])[CH3:15])=[CH:3][CH:4]=2)[CH2:10][CH2:9]1)([CH3:14])[CH3:13]. The catalyst class is: 337. (3) Reactant: [CH3:1][O:2][C:3]1[CH:8]=[C:7]([N+:9]([O-])=O)[CH:6]=[CH:5][C:4]=1[C:12]1[CH:17]=[CH:16][N:15]=[C:14]([CH3:18])[CH:13]=1.[H][H]. Product: [CH3:1][O:2][C:3]1[CH:8]=[C:7]([NH2:9])[CH:6]=[CH:5][C:4]=1[C:12]1[CH:17]=[CH:16][N:15]=[C:14]([CH3:18])[CH:13]=1. The catalyst class is: 29. (4) Reactant: [NH2:1][C:2]1[N:6]([C:7]2[CH:12]=[CH:11][C:10]([OH:13])=[CH:9][CH:8]=2)[N:5]=[C:4]([C:14]([CH3:17])([CH3:16])[CH3:15])[CH:3]=1.[C:18]([O:22][C:23]([N:25]1[CH2:30][CH2:29][CH:28]([CH2:31][CH2:32]O)[CH2:27][CH2:26]1)=[O:24])([CH3:21])([CH3:20])[CH3:19].C1CCN(C(N=NC(N2CCCCC2)=O)=O)CC1.C1(P(C2C=CC=CC=2)C2C=CC=CC=2)C=CC=CC=1. Product: [C:18]([O:22][C:23]([N:25]1[CH2:30][CH2:29][CH:28]([CH2:31][CH2:32][O:13][C:10]2[CH:11]=[CH:12][C:7]([N:6]3[C:2]([NH2:1])=[CH:3][C:4]([C:14]([CH3:17])([CH3:16])[CH3:15])=[N:5]3)=[CH:8][CH:9]=2)[CH2:27][CH2:26]1)=[O:24])([CH3:21])([CH3:20])[CH3:19]. The catalyst class is: 1. (5) Reactant: [NH2:1][C:2]1[N:24]=[C:5]2[NH:6][C:7]([CH3:23])=[C:8]([C:18]([O:20][CH2:21][CH3:22])=[O:19])[CH:9]([C:10]3[CH:15]=[CH:14][C:13]([C:16]#[N:17])=[CH:12][CH:11]=3)[N:4]2[N:3]=1.[F:25][C:26]([F:37])([F:36])[C:27](O[C:27](=[O:28])[C:26]([F:37])([F:36])[F:25])=[O:28]. Product: [C:16]([C:13]1[CH:12]=[CH:11][C:10]([CH:9]2[N:4]3[N:3]=[C:2]([NH:1][C:27](=[O:28])[C:26]([F:37])([F:36])[F:25])[N:24]=[C:5]3[NH:6][C:7]([CH3:23])=[C:8]2[C:18]([O:20][CH2:21][CH3:22])=[O:19])=[CH:15][CH:14]=1)#[N:17]. The catalyst class is: 17.